Dataset: Catalyst prediction with 721,799 reactions and 888 catalyst types from USPTO. Task: Predict which catalyst facilitates the given reaction. (1) Reactant: [C:1]([O:5][C:6]([N:8]1[CH2:11][C:10]([F:20])([C:12]2[CH:17]=[CH:16][C:15]([CH:18]=O)=[CH:14][CH:13]=2)[CH2:9]1)=[O:7])([CH3:4])([CH3:3])[CH3:2].CO.Cl.[OH:24][NH2:25].C([O-])(=O)C.[Na+]. Product: [C:1]([O:5][C:6]([N:8]1[CH2:11][C:10]([F:20])([C:12]2[CH:17]=[CH:16][C:15]([CH:18]=[N:25][OH:24])=[CH:14][CH:13]=2)[CH2:9]1)=[O:7])([CH3:4])([CH3:3])[CH3:2]. The catalyst class is: 6. (2) Reactant: F[C:2]1[CH:7]=[CH:6][C:5]([N+:8]([O-:10])=[O:9])=[CH:4][CH:3]=1.C(=O)([O-])[O-].[Cs+].[Cs+].[CH2:17]([C:19]1([CH2:23][OH:24])[CH2:22][O:21][CH2:20]1)[CH3:18].O. Product: [CH2:17]([C:19]1([CH2:23][O:24][C:2]2[CH:7]=[CH:6][C:5]([N+:8]([O-:10])=[O:9])=[CH:4][CH:3]=2)[CH2:22][O:21][CH2:20]1)[CH3:18]. The catalyst class is: 16. (3) Reactant: [CH2:24]([O:23][C:21]([NH:20][C:17]([CH3:19])([CH3:18])[CH2:16][S:15][S:15][CH2:16][C:17]([NH:20][C:21]([O:23][CH2:24][C:25]1[CH:30]=[CH:29][CH:28]=[CH:27][CH:26]=1)=[O:22])([CH3:19])[CH3:18])=[O:22])[C:25]1[CH:30]=[CH:29][CH:28]=[CH:27][CH:26]=1.BrN1[C:38](=[O:39])[CH2:37]CC1=O.C(=O)([O-])[OH:42].[Na+]. Product: [CH2:24]([O:23][C:21]([NH:20][C:17]([CH3:18])([CH3:19])[CH2:16][S:15]([O:39][CH2:38][CH3:37])=[O:42])=[O:22])[C:25]1[CH:26]=[CH:27][CH:28]=[CH:29][CH:30]=1. The catalyst class is: 8. (4) Reactant: C(N(CC)CC)C.[Cl:8][C:9]1[CH:10]=[C:11]([CH2:15][O:16][C:17]2[CH:18]=[CH:19][C:20]([CH3:26])=[C:21]([CH:25]=2)[C:22](Cl)=[O:23])[CH:12]=[CH:13][CH:14]=1.[NH2:27][C:28]1[CH:33]=[CH:32][C:31]([CH2:34][C:35]([O:37][CH2:38][CH3:39])=[O:36])=[CH:30][C:29]=1[CH3:40]. Product: [Cl:8][C:9]1[CH:10]=[C:11]([CH2:15][O:16][C:17]2[CH:18]=[CH:19][C:20]([CH3:26])=[C:21]([C:22]([NH:27][C:28]3[CH:33]=[CH:32][C:31]([CH2:34][C:35]([O:37][CH2:38][CH3:39])=[O:36])=[CH:30][C:29]=3[CH3:40])=[O:23])[CH:25]=2)[CH:12]=[CH:13][CH:14]=1. The catalyst class is: 545. (5) Reactant: C([O:3][C:4]([C:6]1([S:28]([C:31]2[CH:36]=[CH:35][C:34]([O:37][CH3:38])=[CH:33][CH:32]=2)(=[O:30])=[O:29])[CH2:11][CH2:10][N:9]([CH2:12][C:13]2[CH:18]=[CH:17][C:16]([O:19][CH2:20][CH2:21][N:22]3[CH2:27][CH2:26][CH2:25][CH2:24][CH2:23]3)=[CH:15][CH:14]=2)[CH2:8][CH2:7]1)=[O:5])C. Product: [CH3:38][O:37][C:34]1[CH:35]=[CH:36][C:31]([S:28]([C:6]2([C:4]([OH:5])=[O:3])[CH2:11][CH2:10][N:9]([CH2:12][C:13]3[CH:18]=[CH:17][C:16]([O:19][CH2:20][CH2:21][N:22]4[CH2:27][CH2:26][CH2:25][CH2:24][CH2:23]4)=[CH:15][CH:14]=3)[CH2:8][CH2:7]2)(=[O:29])=[O:30])=[CH:32][CH:33]=1. The catalyst class is: 74.